This data is from Catalyst prediction with 721,799 reactions and 888 catalyst types from USPTO. The task is: Predict which catalyst facilitates the given reaction. (1) Reactant: [C:1]1([C:7]#[C:8][C:9]2[CH:10]=[N:11][CH:12]=[C:13]([CH:16]=2)[CH:14]=[O:15])[CH:6]=[CH:5][CH:4]=[CH:3][CH:2]=1.[BH4-].[Na+]. Product: [C:1]1([C:7]#[C:8][C:9]2[CH:16]=[C:13]([CH2:14][OH:15])[CH:12]=[N:11][CH:10]=2)[CH:6]=[CH:5][CH:4]=[CH:3][CH:2]=1. The catalyst class is: 8. (2) Reactant: Cl[C:2]1[N:7]=[C:6]([NH2:8])[N:5]=[C:4]([NH:9][CH:10]2[C:18]3[C:13](=[CH:14][CH:15]=[CH:16][CH:17]=3)[CH2:12][CH2:11]2)[CH:3]=1.[F:19][C:20]1[CH:27]=[C:26](B2OC(C)(C)C(C)(C)O2)[CH:25]=[CH:24][C:21]=1[C:22]#[N:23].C([O-])(O)=O.[Na+]. Product: [NH2:8][C:6]1[N:7]=[C:2]([C:26]2[CH:25]=[CH:24][C:21]([C:22]#[N:23])=[C:20]([F:19])[CH:27]=2)[CH:3]=[C:4]([NH:9][CH:10]2[C:18]3[C:13](=[CH:14][CH:15]=[CH:16][CH:17]=3)[CH2:12][CH2:11]2)[N:5]=1. The catalyst class is: 70. (3) Reactant: C[O:2][C:3]1[C:4]([CH3:36])=[C:5]([C:27]([O:34]C)=[C:28]([O:32][CH3:33])[C:29]=1[O:30][CH3:31])[CH2:6][C:7]1[CH:20]=[CH:19][C:10]([C:11]([N:13]2[CH2:18][CH2:17][CH2:16][CH2:15][CH2:14]2)=[O:12])=[C:9]([C:21]2[CH:22]=[N:23][CH:24]=[CH:25][CH:26]=2)[CH:8]=1.O=[N+]([O-])[O-].[O-][N+](=O)[O-].[O-][N+](=O)[O-].[O-][N+](=O)[O-].[O-][N+](=O)[O-].[O-][N+](=O)[O-].[Ce+4].[NH4+].[NH4+]. Product: [CH3:31][O:30][C:29]1[C:3](=[O:2])[C:4]([CH3:36])=[C:5]([CH2:6][C:7]2[CH:20]=[CH:19][C:10]([C:11]([N:13]3[CH2:18][CH2:17][CH2:16][CH2:15][CH2:14]3)=[O:12])=[C:9]([C:21]3[CH:22]=[N:23][CH:24]=[CH:25][CH:26]=3)[CH:8]=2)[C:27](=[O:34])[C:28]=1[O:32][CH3:33]. The catalyst class is: 47. (4) Reactant: [F:1][C:2]1[CH:7]=[CH:6][C:5]([C:8]2[C:13](/[CH:14]=[CH:15]/[C:16](O)=[O:17])=[C:12]([CH:19]([CH3:21])[CH3:20])[N:11]=[C:10]([N:22]([CH3:27])[S:23]([CH3:26])(=[O:25])=[O:24])[N:9]=2)=[CH:4][CH:3]=1.[BH4-].[Na+].Cl. Product: [F:1][C:2]1[CH:3]=[CH:4][C:5]([C:8]2[C:13]([CH2:14]/[CH:15]=[CH:16]/[OH:17])=[C:12]([CH:19]([CH3:21])[CH3:20])[N:11]=[C:10]([N:22]([CH3:27])[S:23]([CH3:26])(=[O:25])=[O:24])[N:9]=2)=[CH:6][CH:7]=1. The catalyst class is: 1. (5) The catalyst class is: 18. Product: [OH:66][C:60]1([CH3:59])[CH2:65][CH2:64][N:63]([C:22]([C:21]2[CH:25]=[CH:26][C:18]([C:15]3[N:16]=[CH:17][C:12]4[N:13]([C:9]([C:6]5[CH:5]=[CH:4][C:3]([C:1]#[N:2])=[CH:8][CH:7]=5)=[CH:10][N:11]=4)[CH:14]=3)=[CH:19][CH:20]=2)=[O:24])[CH2:62][CH2:61]1. Reactant: [C:1]([C:3]1[CH:8]=[CH:7][C:6]([C:9]2[N:13]3[CH:14]=[C:15]([C:18]4[CH:26]=[CH:25][C:21]([C:22]([OH:24])=O)=[CH:20][CH:19]=4)[N:16]=[CH:17][C:12]3=[N:11][CH:10]=2)=[CH:5][CH:4]=1)#[N:2].CN(C(ON1N=NC2C=CC=NC1=2)=[N+](C)C)C.F[P-](F)(F)(F)(F)F.CN1CCOCC1.Cl.[CH3:59][C:60]1([OH:66])[CH2:65][CH2:64][NH:63][CH2:62][CH2:61]1.